Dataset: NCI-60 drug combinations with 297,098 pairs across 59 cell lines. Task: Regression. Given two drug SMILES strings and cell line genomic features, predict the synergy score measuring deviation from expected non-interaction effect. (1) Drug 1: CCC1=CC2CC(C3=C(CN(C2)C1)C4=CC=CC=C4N3)(C5=C(C=C6C(=C5)C78CCN9C7C(C=CC9)(C(C(C8N6C)(C(=O)OC)O)OC(=O)C)CC)OC)C(=O)OC.C(C(C(=O)O)O)(C(=O)O)O. Cell line: NCI-H322M. Drug 2: CS(=O)(=O)CCNCC1=CC=C(O1)C2=CC3=C(C=C2)N=CN=C3NC4=CC(=C(C=C4)OCC5=CC(=CC=C5)F)Cl. Synergy scores: CSS=35.9, Synergy_ZIP=2.91, Synergy_Bliss=3.89, Synergy_Loewe=1.62, Synergy_HSA=6.40. (2) Drug 1: C1=CC(=CC=C1CC(C(=O)O)N)N(CCCl)CCCl.Cl. Drug 2: CC1=C2C(C(=O)C3(C(CC4C(C3C(C(C2(C)C)(CC1OC(=O)C(C(C5=CC=CC=C5)NC(=O)C6=CC=CC=C6)O)O)OC(=O)C7=CC=CC=C7)(CO4)OC(=O)C)O)C)OC(=O)C. Cell line: EKVX. Synergy scores: CSS=16.4, Synergy_ZIP=-5.79, Synergy_Bliss=-4.45, Synergy_Loewe=-29.6, Synergy_HSA=-5.56.